The task is: Predict the product of the given reaction.. This data is from Forward reaction prediction with 1.9M reactions from USPTO patents (1976-2016). (1) The product is: [F:37][C:38]([F:43])([F:42])[C:39]([OH:41])=[O:40].[Cl:19][C:15]1[C:14]([F:20])=[C:13]([CH:12]2[C:11]([C:23]3[CH:28]=[CH:27][C:26]([Cl:29])=[CH:25][CH:24]=3)([C:21]#[N:22])[CH:10]([CH2:30][CH:31]3[CH2:36][CH2:35][CH2:34][CH2:33][CH2:32]3)[NH:9][CH:8]2[C:6]([OH:7])=[O:5])[CH:18]=[CH:17][CH:16]=1. Given the reactants C([O:5][C:6]([CH:8]1[CH:12]([C:13]2[CH:18]=[CH:17][CH:16]=[C:15]([Cl:19])[C:14]=2[F:20])[C:11]([C:23]2[CH:28]=[CH:27][C:26]([Cl:29])=[CH:25][CH:24]=2)([C:21]#[N:22])[CH:10]([CH2:30][CH:31]2[CH2:36][CH2:35][CH2:34][CH2:33][CH2:32]2)[NH:9]1)=[O:7])(C)(C)C.[F:37][C:38]([F:43])([F:42])[C:39]([OH:41])=[O:40], predict the reaction product. (2) Given the reactants [C:1]([O:5][C:6]([N:8]1[C@H:12]([C@@H:13]([OH:28])[CH2:14][C@H:15]([CH2:19][O:20]CC2C=CC=CC=2)[CH:16]([CH3:18])[CH3:17])[CH2:11][C@@H:10]([CH:29]([CH3:31])[CH3:30])[C@@H:9]1[C:32]1[CH:37]=[CH:36][C:35]([O:38][CH3:39])=[C:34]([O:40][CH2:41][CH2:42][CH2:43][O:44][CH3:45])[CH:33]=1)=[O:7])([CH3:4])([CH3:3])[CH3:2].N.[Na].[Cl-].[NH4+], predict the reaction product. The product is: [C:1]([O:5][C:6](=[O:7])[NH:8][C@@H:12]([CH2:11][C@H:10]([CH2:9][C:32]1[CH:37]=[CH:36][C:35]([O:38][CH3:39])=[C:34]([O:40][CH2:41][CH2:42][CH2:43][O:44][CH3:45])[CH:33]=1)[CH:29]([CH3:31])[CH3:30])[C@@H:13]([OH:28])[CH2:14][C@H:15]([CH2:19][OH:20])[CH:16]([CH3:17])[CH3:18])([CH3:4])([CH3:2])[CH3:3]. (3) Given the reactants [CH3:1][O:2][C:3]1[CH:8]=[CH:7][C:6]([C:9]2([C:16]([O:18][CH3:19])=[O:17])[CH2:14][CH2:13][C:12](=O)[CH2:11][CH2:10]2)=[CH:5][CH:4]=1.[NH2:20][CH2:21][CH2:22][S:23]([NH2:26])(=[O:25])=[O:24].C(O[BH-](OC(=O)C)OC(=O)C)(=O)C.[Na+].[OH-].[Na+], predict the reaction product. The product is: [CH3:1][O:2][C:3]1[CH:8]=[CH:7][C:6]([C:9]2([C:16]([O:18][CH3:19])=[O:17])[CH2:14][CH2:13][CH:12]([NH:20][CH2:21][CH2:22][S:23](=[O:25])(=[O:24])[NH2:26])[CH2:11][CH2:10]2)=[CH:5][CH:4]=1. (4) Given the reactants COC[O:4][C:5]1[CH:10]=[C:9]([O:11]COC)[CH:8]=[CH:7][C:6]=1[CH:15]1[CH2:20][CH2:19][CH2:18][C:17]([CH2:22][OH:23])([OH:21])[CH2:16]1, predict the reaction product. The product is: [OH:21][C:17]1([CH2:22][OH:23])[CH2:18][CH2:19][CH2:20][CH:15]([C:6]2[CH:7]=[CH:8][C:9]([OH:11])=[CH:10][C:5]=2[OH:4])[CH2:16]1. (5) Given the reactants [F:1][C:2]1[CH:21]=[CH:20][CH:19]=[CH:18][C:3]=1[CH2:4][C:5]1[C:12]([C:13]#[N:14])=[C:11]([OH:15])[C:10]([O:16]C)=[CH:9][C:6]=1[C:7]#[N:8].BrC1C(C#N)=C(O)C(OC)=CC=1C#N.FC1C=CC=CC=1CB1OC(C)(C)C(C)(C)O1, predict the reaction product. The product is: [F:1][C:2]1[CH:21]=[CH:20][CH:19]=[CH:18][C:3]=1[CH2:4][C:5]1[C:12]([C:13]#[N:14])=[C:11]([OH:15])[C:10]([OH:16])=[CH:9][C:6]=1[C:7]#[N:8]. (6) Given the reactants [Cl:1][C:2]1[CH:3]=[C:4](B(O)O)[CH:5]=[CH:6][C:7]=1[F:8].[N:12]1([C:18]([O:20][C:21]([CH3:24])([CH3:23])[CH3:22])=[O:19])[CH2:17][CH2:16][NH:15][CH2:14][CH2:13]1.O.[C:26]([OH:30])(=[O:29])[CH:27]=O, predict the reaction product. The product is: [C:21]([O:20][C:18]([N:12]1[CH2:17][CH2:16][N:15]([CH:27]([C:4]2[CH:5]=[CH:6][C:7]([F:8])=[C:2]([Cl:1])[CH:3]=2)[C:26]([OH:30])=[O:29])[CH2:14][CH2:13]1)=[O:19])([CH3:24])([CH3:23])[CH3:22]. (7) Given the reactants C([O:5][N:6]=[C:7]1[C:16]2[C:11](=[CH:12][CH:13]=[C:14]([OH:17])[CH:15]=2)[O:10][C:9]([C:18]2[N:23]=[CH:22][N:21]3[CH:24]=[CH:25][CH:26]=[C:20]3[CH:19]=2)=[CH:8]1)(C)(C)C.Br[CH2:28][CH2:29][C:30]1[CH:35]=[CH:34][C:33]([Cl:36])=[CH:32][CH:31]=1, predict the reaction product. The product is: [Cl:36][C:33]1[CH:34]=[CH:35][C:30]([CH2:29][CH2:28][O:17][C:14]2[CH:15]=[C:16]3[C:11](=[CH:12][CH:13]=2)[O:10][C:9]([C:18]2[N:23]=[CH:22][N:21]4[CH:24]=[CH:25][CH:26]=[C:20]4[CH:19]=2)=[CH:8][C:7]3=[N:6][OH:5])=[CH:31][CH:32]=1. (8) Given the reactants [F:1][C:2]1[CH:7]=[CH:6][C:5]([C:8]([CH3:24])([CH3:23])[C:9](=O)[CH2:10][NH:11][C:12]([NH:14][C:15]2[CH:20]=[CH:19][C:18]([F:21])=[CH:17][CH:16]=2)=[S:13])=[CH:4][C:3]=1[O:25][CH3:26], predict the reaction product. The product is: [F:1][C:2]1[CH:7]=[CH:6][C:5]([C:8]([C:9]2[N:14]([C:15]3[CH:20]=[CH:19][C:18]([F:21])=[CH:17][CH:16]=3)[C:12](=[S:13])[NH:11][CH:10]=2)([CH3:24])[CH3:23])=[CH:4][C:3]=1[O:25][CH3:26]. (9) Given the reactants COC1C=C(NC2C3C(=C(C)C=C(S(C4C=CC=C(C(=O)NCCCCCCCC=O)C=4)(=O)=O)C=3)N=CC=2C(N)=O)C=CC=1.[OH:45][CH2:46][CH2:47][CH2:48][CH2:49][CH2:50][CH2:51][O:52][CH:53]1[CH2:58][CH2:57][N:56]([C:59]([C:61]2[CH:62]=[C:63]([S:67]([C:70]3[CH:71]=[C:72]4[C:77](=[C:78]([CH3:80])[CH:79]=3)[N:76]=[CH:75][C:74]([C:81]([NH2:83])=[O:82])=[C:73]4[NH:84][C:85]3[CH:90]=[CH:89][CH:88]=[C:87]([O:91][CH3:92])[CH:86]=3)(=[O:69])=[O:68])[CH:64]=[CH:65][CH:66]=2)=[O:60])[CH2:55][CH2:54]1, predict the reaction product. The product is: [CH3:92][O:91][C:87]1[CH:86]=[C:85]([NH:84][C:73]2[C:72]3[C:77](=[C:78]([CH3:80])[CH:79]=[C:70]([S:67]([C:63]4[CH:64]=[CH:65][CH:66]=[C:61]([C:59]([N:56]5[CH2:55][CH2:54][CH:53]([O:52][CH2:51][CH2:50][CH2:49][CH2:48][CH2:47][CH:46]=[O:45])[CH2:58][CH2:57]5)=[O:60])[CH:62]=4)(=[O:69])=[O:68])[CH:71]=3)[N:76]=[CH:75][C:74]=2[C:81]([NH2:83])=[O:82])[CH:90]=[CH:89][CH:88]=1.